From a dataset of Full USPTO retrosynthesis dataset with 1.9M reactions from patents (1976-2016). Predict the reactants needed to synthesize the given product. (1) Given the product [Br-:1].[OH:38][C:39]([C:43]1[CH:48]=[CH:47][C:46]([CH3:49])=[CH:45][CH:44]=1)([C:50]1[CH:51]=[CH:52][C:53]([CH3:56])=[CH:54][CH:55]=1)[C:40]([O:42][C@@H:17]1[CH:18]2[CH2:19][CH2:20][N+:15]([CH2:21][C:22](=[O:29])[NH:23][C:24]3[CH:28]=[CH:27][O:26][N:25]=3)([CH2:14][CH2:13]2)[CH2:16]1)=[O:41], predict the reactants needed to synthesize it. The reactants are: [Br-:1].ClC1C=CC=CC=1C(C1C=CC=CC=1Cl)(O)C(O[C@@H:13]1[CH:18]2[CH2:19][CH2:20][N+:15]([CH2:21][C:22](=[O:29])[NH:23][C:24]3[CH:28]=[CH:27][O:26][N:25]=3)([CH2:16][CH2:17]2)[CH2:14]1)=O.[OH:38][C:39]([C:50]1[CH:55]=[CH:54][C:53]([CH3:56])=[CH:52][CH:51]=1)([C:43]1[CH:48]=[CH:47][C:46]([CH3:49])=[CH:45][CH:44]=1)[C:40]([OH:42])=[O:41]. (2) The reactants are: [H-].[Na+].[C:3]([O:6][CH2:7][C:8](=[O:17])[CH2:9][C:10]([O:12][C:13]([CH3:16])([CH3:15])[CH3:14])=[O:11])(=[O:5])[CH3:4].I[CH2:19][CH2:20][C:21]([O:23][CH2:24][CH3:25])=[O:22]. Given the product [C:3]([O:6][CH2:7][C:8]([CH:9]([CH2:19][CH2:20][C:21]([O:23][CH2:24][CH3:25])=[O:22])[C:10]([O:12][C:13]([CH3:16])([CH3:15])[CH3:14])=[O:11])=[O:17])(=[O:5])[CH3:4], predict the reactants needed to synthesize it.